This data is from Forward reaction prediction with 1.9M reactions from USPTO patents (1976-2016). The task is: Predict the product of the given reaction. (1) Given the reactants C(OC(=O)[NH:7][CH2:8][CH2:9][CH:10]([NH:17][C:18]1[CH:23]=[CH:22][CH:21]=[C:20]([C:24]2[C:32]3[C:27](=[N:28][C:29]([NH:33][CH2:34][CH2:35][N:36]4[CH2:41][CH2:40][O:39][CH2:38][CH2:37]4)=[N:30][CH:31]=3)[N:26](COCC[Si](C)(C)C)[N:25]=2)[N:19]=1)[C:11]1[CH:16]=[CH:15][CH:14]=[CH:13][CH:12]=1)(C)(C)C, predict the reaction product. The product is: [N:36]1([CH2:35][CH2:34][NH:33][C:29]2[N:28]=[C:27]3[NH:26][N:25]=[C:24]([C:20]4[N:19]=[C:18]([NH:17][CH:10]([C:11]5[CH:12]=[CH:13][CH:14]=[CH:15][CH:16]=5)[CH2:9][CH2:8][NH2:7])[CH:23]=[CH:22][CH:21]=4)[C:32]3=[CH:31][N:30]=2)[CH2:41][CH2:40][O:39][CH2:38][CH2:37]1. (2) The product is: [OH:33][CH2:31][C@@H:30]1[O:29][C:24](=[O:28])[N:5]([C:6]2[CH:7]=[CH:8][C:9]3[C:15](=[O:16])[CH2:14][CH2:13][S:12][CH2:11][C:10]=3[CH:17]=2)[CH2:4]1. Given the reactants C(O[C:4](=O)[NH:5][C:6]1[CH:7]=[CH:8][C:9]2[C:15](=[O:16])[CH2:14][CH2:13][S:12][CH2:11][C:10]=2[CH:17]=1)C.C([Li])CCC.[C:24]([O:29][CH2:30][CH:31]1[O:33]C1)(=[O:28])CCC.[Cl-].[NH4+], predict the reaction product.